Dataset: Catalyst prediction with 721,799 reactions and 888 catalyst types from USPTO. Task: Predict which catalyst facilitates the given reaction. (1) Reactant: P(Cl)(Cl)(Cl)(Cl)Cl.[CH:7]([N:10]1[CH2:15]N(C(C)C)CN(C(C)C)[CH2:11]1)([CH3:9])[CH3:8].[Cl:22][C:23]1[CH:28]=[CH:27][C:26]([NH:29][C:30]([NH:32][C:33](=[O:42])[C:34]2[C:39]([F:40])=[CH:38][CH:37]=[CH:36][C:35]=2[F:41])=[O:31])=[CH:25][CH:24]=1.C(N(CC)CC)C.[OH-].[Na+]. Product: [Cl:22][C:23]1[CH:28]=[CH:27][C:26]([N:29]2[CH2:15][N:10]([CH:7]([CH3:9])[CH3:8])[CH2:11][N:32]([C:33](=[O:42])[C:34]3[C:39]([F:40])=[CH:38][CH:37]=[CH:36][C:35]=3[F:41])[C:30]2=[O:31])=[CH:25][CH:24]=1. The catalyst class is: 4. (2) Reactant: [C:1]([NH:24][CH2:25][CH2:26][NH:27][C:28](=[O:35])/[CH:29]=[CH:30]/[C:31]([O:33]C)=[O:32])(=[O:23])[CH2:2][CH2:3]/[CH:4]=[CH:5]\[CH2:6]/[CH:7]=[CH:8]\[CH2:9]/[CH:10]=[CH:11]\[CH2:12]/[CH:13]=[CH:14]\[CH2:15]/[CH:16]=[CH:17]\[CH2:18]/[CH:19]=[CH:20]\[CH2:21][CH3:22].[OH-].[Na+]. Product: [C:1]([NH:24][CH2:25][CH2:26][NH:27][C:28](=[O:35])/[CH:29]=[CH:30]/[C:31]([OH:33])=[O:32])(=[O:23])[CH2:2][CH2:3]/[CH:4]=[CH:5]\[CH2:6]/[CH:7]=[CH:8]\[CH2:9]/[CH:10]=[CH:11]\[CH2:12]/[CH:13]=[CH:14]\[CH2:15]/[CH:16]=[CH:17]\[CH2:18]/[CH:19]=[CH:20]\[CH2:21][CH3:22]. The catalyst class is: 1.